The task is: Predict the product of the given reaction.. This data is from Forward reaction prediction with 1.9M reactions from USPTO patents (1976-2016). (1) Given the reactants C1C=CC2N(O)N=NC=2C=1.CCN(C(C)C)C(C)C.[F:20][C:21]1[CH:29]=[CH:28][C:27]([F:30])=[CH:26][C:22]=1[C:23]([OH:25])=O.CCN=C=NCCCN(C)C.Cl.Cl.[C:44]1([C:62]2[CH:67]=[CH:66][CH:65]=[CH:64][CH:63]=2)[CH:49]=[CH:48][C:47]([NH:50][C:51](=[O:61])[CH2:52][C:53](=[O:60])[N:54]2[CH2:59][CH2:58][NH:57][CH2:56][CH2:55]2)=[CH:46][CH:45]=1, predict the reaction product. The product is: [C:44]1([C:62]2[CH:67]=[CH:66][CH:65]=[CH:64][CH:63]=2)[CH:45]=[CH:46][C:47]([NH:50][C:51](=[O:61])[CH2:52][C:53]([N:54]2[CH2:55][CH2:56][N:57]([C:23](=[O:25])[C:22]3[CH:26]=[C:27]([F:30])[CH:28]=[CH:29][C:21]=3[F:20])[CH2:58][CH2:59]2)=[O:60])=[CH:48][CH:49]=1. (2) Given the reactants [CH2:1]([O:3][C:4]([N:6]1[CH2:11][CH2:10][N:9]([C:12](=[O:39])[C@@H:13]([NH:18][C:19]([C:21]2[CH:26]=[C:25]([O:27][CH:28]3[CH2:32][CH2:31][CH2:30][CH2:29]3)[N:24]=[C:23]([C:33]3[CH:38]=[CH:37][CH:36]=[CH:35][CH:34]=3)[N:22]=2)=[O:20])[CH2:14][C:15](=O)[NH2:16])[CH2:8][CH2:7]1)=[O:5])[CH3:2].CC[N+](S(N=C(OC)[O-])(=O)=O)(CC)CC, predict the reaction product. The product is: [CH2:1]([O:3][C:4]([N:6]1[CH2:7][CH2:8][N:9]([C:12](=[O:39])[C@@H:13]([NH:18][C:19]([C:21]2[CH:26]=[C:25]([O:27][CH:28]3[CH2:29][CH2:30][CH2:31][CH2:32]3)[N:24]=[C:23]([C:33]3[CH:38]=[CH:37][CH:36]=[CH:35][CH:34]=3)[N:22]=2)=[O:20])[CH2:14][C:15]#[N:16])[CH2:10][CH2:11]1)=[O:5])[CH3:2].